This data is from Forward reaction prediction with 1.9M reactions from USPTO patents (1976-2016). The task is: Predict the product of the given reaction. (1) The product is: [CH3:1][O:2][C:3](=[O:24])[CH2:4][CH2:5][C:6]1[C:7](=[O:23])[NH:8][CH2:9][CH2:10][CH:11]=1. Given the reactants [CH3:1][O:2][C:3](=[O:24])[CH2:4][CH2:5][C:6]1[C:7](=[O:23])[N:8](CC2C=CC(OC)=CC=2OC)[CH2:9][CH2:10][CH:11]=1.C([SiH](CC)CC)C, predict the reaction product. (2) Given the reactants [Li+].[OH-].C([O:5][C:6]([C:8]1[N:9]=[N:10][N:11]([C:13]2[CH:18]=[CH:17][CH:16]=[CH:15][CH:14]=2)[CH:12]=1)=[O:7])C.O.Cl, predict the reaction product. The product is: [C:13]1([N:11]2[CH:12]=[C:8]([C:6]([OH:7])=[O:5])[N:9]=[N:10]2)[CH:14]=[CH:15][CH:16]=[CH:17][CH:18]=1. (3) Given the reactants [O:1]1[C:5]2([CH2:10][CH2:9][CH2:8][CH2:7][CH2:6]2)[CH2:4][C:3]([CH:11]=O)=[N:2]1.[F:13][C:14]1[CH:19]=[CH:18][CH:17]=[CH:16][C:15]=1[C:20]1[CH:25]=[C:24]([CH3:26])[C:23]([NH2:27])=[C:22]([NH2:28])[CH:21]=1, predict the reaction product. The product is: [CH3:26][C:24]1[C:23]2[NH:27][C:11]([C:3]3[CH2:4][C:5]4([CH2:10][CH2:9][CH2:8][CH2:7][CH2:6]4)[O:1][N:2]=3)=[N:28][C:22]=2[CH:21]=[C:20]([C:15]2[CH:16]=[CH:17][CH:18]=[CH:19][C:14]=2[F:13])[CH:25]=1. (4) Given the reactants [F-].C([N+](CCCC)(CCCC)CCCC)CCC.[Si]([O:26][C:27]1[CH:32]=[CH:31][C:30]([C:33]2[CH:38]=[CH:37][C:36]([CH:39]([CH3:44])[C:40]([O:42][CH3:43])=[O:41])=[C:35]([CH2:45][CH3:46])[CH:34]=2)=[CH:29][CH:28]=1)(C(C)(C)C)(C)C.O, predict the reaction product. The product is: [CH2:45]([C:35]1[CH:34]=[C:33]([C:30]2[CH:31]=[CH:32][C:27]([OH:26])=[CH:28][CH:29]=2)[CH:38]=[CH:37][C:36]=1[CH:39]([CH3:44])[C:40]([O:42][CH3:43])=[O:41])[CH3:46]. (5) Given the reactants [Cl:1][C:2]1[C:7]([CH3:8])=[CH:6][C:5]([S:9]([NH:12][C:13]2[CH:14]=[C:15]([C:19]3[CH:24]=[CH:23][C:22]([C:25]([NH:27][C@@H:28]([CH2:32][OH:33])[C:29]([OH:31])=[O:30])=[O:26])=[CH:21][CH:20]=3)[CH:16]=[CH:17][CH:18]=2)(=[O:11])=[O:10])=[C:4]([CH3:34])[CH:3]=1.[CH3:35][NH:36][CH2:37][C@H:38]([OH:47])[C@@H:39]([OH:46])[C@H:40]([OH:45])[C@H:41]([OH:44])[CH2:42][OH:43], predict the reaction product. The product is: [CH3:35][NH2+:36][CH2:37][C@H:38]([OH:47])[C@@H:39]([OH:46])[C@H:40]([OH:45])[C@H:41]([OH:44])[CH2:42][OH:43].[Cl:1][C:2]1[C:7]([CH3:8])=[CH:6][C:5]([S:9]([NH:12][C:13]2[CH:14]=[C:15]([C:19]3[CH:20]=[CH:21][C:22]([C:25]([NH:27][C@@H:28]([CH2:32][OH:33])[C:29]([O-:31])=[O:30])=[O:26])=[CH:23][CH:24]=3)[CH:16]=[CH:17][CH:18]=2)(=[O:10])=[O:11])=[C:4]([CH3:34])[CH:3]=1. (6) Given the reactants [C:1]([C:5]1[CH:30]=[CH:29][C:8]([O:9][C:10]2[CH:19]=[C:18]3[C:13]([CH:14]=[C:15]([C:26](O)=[O:27])[N:16]=[C:17]3[CH2:20][CH:21]3[CH2:25][CH2:24][CH2:23][CH2:22]3)=[CH:12][CH:11]=2)=[CH:7][CH:6]=1)([CH3:4])([CH3:3])[CH3:2].C[O:32][C:33](=[O:43])[C@@H:34]([NH2:42])[CH2:35][C:36]1[CH:41]=[CH:40][CH:39]=[CH:38][CH:37]=1, predict the reaction product. The product is: [C:1]([C:5]1[CH:30]=[CH:29][C:8]([O:9][C:10]2[CH:19]=[C:18]3[C:13]([CH:14]=[C:15]([C:26]([NH:42][C@@H:34]([CH2:35][C:36]4[CH:41]=[CH:40][CH:39]=[CH:38][CH:37]=4)[C:33]([OH:32])=[O:43])=[O:27])[N:16]=[C:17]3[CH2:20][CH:21]3[CH2:22][CH2:23][CH2:24][CH2:25]3)=[CH:12][CH:11]=2)=[CH:7][CH:6]=1)([CH3:4])([CH3:2])[CH3:3]. (7) The product is: [CH3:31][O:30][C:24]1[CH:23]=[C:22]([C:15]2[C:16]3[C:17](=[O:21])[O:18][CH2:19][C:20]=3[C:8]([OH:7])=[C:9]3[C:14]=2[CH:13]=[C:12]([O:32][CH3:33])[C:11]([O:34][CH3:35])=[CH:10]3)[CH:27]=[CH:26][C:25]=1[O:28][CH3:29]. Given the reactants C(=O)([O:7][C:8]1[C:20]2[CH2:19][O:18][C:17](=[O:21])[C:16]=2[C:15]([C:22]2[CH:27]=[CH:26][C:25]([O:28][CH3:29])=[C:24]([O:30][CH3:31])[CH:23]=2)=[C:14]2[C:9]=1[CH:10]=[C:11]([O:34][CH3:35])[C:12]([O:32][CH3:33])=[CH:13]2)OC(C)(C)C.N1CCCCC1.Cl, predict the reaction product.